This data is from Reaction yield outcomes from USPTO patents with 853,638 reactions. The task is: Predict the reaction yield, written as a fraction of the theoretical maximum amount of product (1.0 means a 100% yield; for example, 0.34 means a 34% yield). (1) The reactants are [F:1][C:2]1[CH:3]=[C:4]([C:9]2[CH:14]=[CH:13][C:12]([C:15]([NH:17][C@@H:18]([C:30]([O:32]CC3C=CC=CC=3)=[O:31])[CH2:19][C:20]([O:22]CC3C=CC=CC=3)=[O:21])=[O:16])=[C:11]([NH:40][C:41]([NH:43][C:44]3[C:49]([CH3:50])=[CH:48][C:47]([CH3:51])=[CH:46][C:45]=3[CH3:52])=[O:42])[CH:10]=2)[CH:5]=[CH:6][C:7]=1[F:8].[H][H]. The catalyst is CO.[Pd]. The product is [F:1][C:2]1[CH:3]=[C:4]([C:9]2[CH:14]=[CH:13][C:12]([C:15]([NH:17][C@@H:18]([C:30]([OH:32])=[O:31])[CH2:19][C:20]([OH:22])=[O:21])=[O:16])=[C:11]([NH:40][C:41]([NH:43][C:44]3[C:49]([CH3:50])=[CH:48][C:47]([CH3:51])=[CH:46][C:45]=3[CH3:52])=[O:42])[CH:10]=2)[CH:5]=[CH:6][C:7]=1[F:8]. The yield is 0.600. (2) The reactants are [CH3:1][O:2][C:3](=[O:24])[CH2:4][CH2:5][C:6]([C:8](=[O:23])[N:9]([CH2:20][CH:21]=C)[CH2:10][CH2:11][CH2:12][C:13]1[CH:18]=[CH:17][C:16]([CH3:19])=[CH:15][CH:14]=1)=C. The catalyst is [Ru].C(Cl)Cl. The product is [CH3:1][O:2][C:3](=[O:24])[CH2:4][CH2:5][C:6]1[C:8](=[O:23])[N:9]([CH2:10][CH2:11][CH2:12][C:13]2[CH:14]=[CH:15][C:16]([CH3:19])=[CH:17][CH:18]=2)[CH2:20][CH:21]=1. The yield is 0.500. (3) The reactants are [Cl:1][C:2]1[N:7]=[C:6](Cl)[CH:5]=[C:4]([Cl:9])[N:3]=1.[NH2:10][C:11]1[CH:15]=[C:14]([CH:16]2[CH2:18][CH2:17]2)[NH:13][N:12]=1.C(N(CC)CC)C. The catalyst is CCO. The product is [CH:16]1([C:14]2[CH:15]=[C:11]([NH:10][C:6]3[CH:5]=[C:4]([Cl:9])[N:3]=[C:2]([Cl:1])[N:7]=3)[NH:12][N:13]=2)[CH2:18][CH2:17]1. The yield is 0.800. (4) The reactants are C([O:8][C:9]([N:11]1[CH2:16][CH2:15][CH:14]([C:17]2[CH:21]=[C:20]([C:22]3[CH:27]=[CH:26][C:25]([O:28]C(=O)C)=[CH:24][CH:23]=3)[N:19]([C:32]3[CH:37]=[CH:36][C:35]([O:38]C(=O)C)=[CH:34][CH:33]=3)[N:18]=2)[CH2:13][CH2:12]1)=O)C1C=CC=CC=1.ClC(Cl)(OC(=O)OC(Cl)(Cl)Cl)Cl.C(N(CC)CC)C.Cl.[CH3:62][NH:63][OH:64].C(=O)([O-])[O-].[K+].[K+]. The catalyst is CO.O1CCCC1. The product is [OH:38][C:35]1[CH:34]=[CH:33][C:32]([N:19]2[C:20]([C:22]3[CH:23]=[CH:24][C:25]([OH:28])=[CH:26][CH:27]=3)=[CH:21][C:17]([CH:14]3[CH2:15][CH2:16][N:11]([C:9](=[O:8])[N:63]([OH:64])[CH3:62])[CH2:12][CH2:13]3)=[N:18]2)=[CH:37][CH:36]=1. The yield is 0.300. (5) The reactants are [I:1][CH2:2][CH2:3][CH2:4][CH2:5][CH2:6][CH2:7][CH2:8][CH2:9]I.[CH:11]1[C:20]2[C:15](=[CH:16][CH:17]=[CH:18][CH:19]=2)[CH:14]=[CH:13][N:12]=1. No catalyst specified. The product is [I-:1].[I-:1].[CH2:2]([N+:12]1[CH:13]=[CH:14][C:15]2[C:20](=[CH:19][CH:18]=[CH:17][CH:16]=2)[CH:11]=1)[CH2:3][CH2:4][CH2:5][CH2:6][CH2:7][CH2:8][CH2:9][N+:12]1[CH:13]=[CH:14][C:15]2[C:20](=[CH:19][CH:18]=[CH:17][CH:16]=2)[CH:11]=1. The yield is 0.920. (6) The reactants are C(P(C(C)(C)C)C1C=CC=CC=1C1C(C(C)C)=CC(C(C)C)=CC=1C(C)C)(C)(C)C.[OH-:31].[K+].Br[C:34]1[CH:43]=[C:42]([Br:44])[CH:41]=[C:40]2[C:35]=1[CH2:36][CH2:37][CH2:38][C:39]2=[O:45].Cl. The catalyst is O1CCOCC1.O.C1C=CC(/C=C/C(/C=C/C2C=CC=CC=2)=O)=CC=1.C1C=CC(/C=C/C(/C=C/C2C=CC=CC=2)=O)=CC=1.C1C=CC(/C=C/C(/C=C/C2C=CC=CC=2)=O)=CC=1.[Pd].[Pd]. The product is [Br:44][C:42]1[CH:41]=[C:40]2[C:35]([CH2:36][CH2:37][CH2:38][C:39]2=[O:45])=[C:34]([OH:31])[CH:43]=1. The yield is 0.160.